Dataset: Peptide-MHC class II binding affinity with 134,281 pairs from IEDB. Task: Regression. Given a peptide amino acid sequence and an MHC pseudo amino acid sequence, predict their binding affinity value. This is MHC class II binding data. (1) The peptide sequence is LEKISNEIKIVATPD. The MHC is DRB3_0202 with pseudo-sequence DRB3_0202. The binding affinity (normalized) is 0.275. (2) The peptide sequence is YDKFLACVSTVLTGK. The MHC is DRB1_1602 with pseudo-sequence DRB1_1602. The binding affinity (normalized) is 0.808. (3) The peptide sequence is PVSPGEMRLRDDQRK. The MHC is DRB1_1301 with pseudo-sequence DRB1_1301. The binding affinity (normalized) is 0.479. (4) The peptide sequence is APSMEEVAAAAVAVT. The binding affinity (normalized) is 0.487. The MHC is HLA-DQA10501-DQB10301 with pseudo-sequence HLA-DQA10501-DQB10301.